From a dataset of Full USPTO retrosynthesis dataset with 1.9M reactions from patents (1976-2016). Predict the reactants needed to synthesize the given product. (1) Given the product [Br:1][C:2]1[CH:20]=[CH:19][C:5]([O:6][CH2:7][CH:8]2[CH2:13][CH2:12][N:11]([CH2:14][CH:15]([F:31])[CH2:16][CH3:17])[CH2:10][CH2:9]2)=[CH:4][CH:3]=1, predict the reactants needed to synthesize it. The reactants are: [Br:1][C:2]1[CH:20]=[CH:19][C:5]([O:6][CH2:7][CH:8]2[CH2:13][CH2:12][N:11]([CH2:14][CH:15](O)[CH2:16][CH3:17])[CH2:10][CH2:9]2)=[CH:4][CH:3]=1.COCCN(S(F)(F)[F:31])CCOC.C([O-])(O)=O.[Na+]. (2) Given the product [C:37]([C:38]1[CH:13]=[CH:12][C:9]([C:10]([NH:27][C:26]2[CH:28]=[CH:29][C:23]([C:22]([F:30])([F:31])[F:21])=[CH:24][CH:25]=2)=[O:11])=[CH:8][C:15]=1[CH3:14])#[N:34], predict the reactants needed to synthesize it. The reactants are: CC1[O:11][C:10]2[C:9]3[CH:12]=[CH:13][CH:14]=[CH:15][C:8]=3NCCC=2N=1.S(Cl)(Cl)=O.Cl.[F:21][C:22]([F:31])([F:30])[C:23]1[CH:29]=[CH:28][C:26]([NH2:27])=[CH:25][CH:24]=1.C([N:34]([CH2:37][CH3:38])CC)C. (3) Given the product [C:1]([C:5]1[CH:10]=[CH:9][C:8]([S:11]([Cl:17])(=[O:13])=[O:12])=[C:7]([I:15])[CH:6]=1)([CH3:4])([CH3:3])[CH3:2], predict the reactants needed to synthesize it. The reactants are: [C:1]([C:5]1[CH:10]=[CH:9][C:8]([S:11](O)(=[O:13])=[O:12])=[C:7]([I:15])[CH:6]=1)([CH3:4])([CH3:3])[CH3:2].P(Cl)(Cl)(Cl)(Cl)[Cl:17]. (4) Given the product [F:1][C:2]1[CH:24]=[CH:23][C:5]([CH2:6][C:7]([NH:11][NH2:10])=[O:25])=[CH:4][CH:3]=1.[F:1][C:2]1[CH:3]=[CH:4][C:5]([CH2:6][C:7]2[NH:8][C:9]([C:12]3[C:21]([OH:22])=[C:20]4[C:15]([CH:16]=[CH:17][CH:18]=[N:19]4)=[CH:14][N:13]=3)=[N:10][N:11]=2)=[CH:23][CH:24]=1, predict the reactants needed to synthesize it. The reactants are: [F:1][C:2]1[CH:24]=[CH:23][C:5]([CH2:6][C:7]2[NH:8][C:9]([C:12]3[C:21]([OH:22])=[C:20]4[C:15]([CH:16]=[CH:17][CH:18]=[N:19]4)=[CH:14][N:13]=3)=[N:10][N:11]=2)=[CH:4][CH:3]=1.[OH:25]C1C(C#N)=NC=C2C=1N=CC=C2.